From a dataset of Catalyst prediction with 721,799 reactions and 888 catalyst types from USPTO. Predict which catalyst facilitates the given reaction. (1) Reactant: [Cl:1][C:2]1[N:7]=[C:6]2[NH:8][CH:9]=[CH:10][C:5]2=[CH:4][CH:3]=1.[H-].[Na+].[CH:13]([Si:16](Cl)([CH:20]([CH3:22])[CH3:21])[CH:17]([CH3:19])[CH3:18])([CH3:15])[CH3:14]. Product: [Cl:1][C:2]1[N:7]=[C:6]2[N:8]([Si:16]([CH:20]([CH3:22])[CH3:21])([CH:17]([CH3:19])[CH3:18])[CH:13]([CH3:15])[CH3:14])[CH:9]=[CH:10][C:5]2=[CH:4][CH:3]=1. The catalyst class is: 1. (2) Reactant: C1C2C(COC(=O)[NH:17][C@@H:18]([CH2:29][O:30][C:31]([CH3:34])([CH3:33])[CH3:32])[C@H:19]([OH:28])[C:20]3[CH:21]=[N:22][C:23]([O:26][CH3:27])=[CH:24][CH:25]=3)C3C(=CC=CC=3)C=2C=CC=1.N1CCCCC1. Product: [NH2:17][C@@H:18]([CH2:29][O:30][C:31]([CH3:34])([CH3:33])[CH3:32])[C@@H:19]([C:20]1[CH:21]=[N:22][C:23]([O:26][CH3:27])=[CH:24][CH:25]=1)[OH:28]. The catalyst class is: 9. (3) Reactant: [CH3:1][C:2]([CH3:36])([CH3:35])[C@H:3]([NH:10][C:11]([C:13]1[N:14]=[C:15]([C:29]2[CH:34]=[CH:33][CH:32]=[CH:31][CH:30]=2)[N:16]2[CH2:21][CH2:20][N:19](C(OC(C)(C)C)=O)[CH2:18][C:17]=12)=[O:12])[C:4]1[O:8][N:7]=[C:6]([CH3:9])[N:5]=1.C(O)(C(F)(F)F)=O. Product: [CH3:1][C:2]([CH3:36])([CH3:35])[C@H:3]([NH:10][C:11]([C:13]1[N:14]=[C:15]([C:29]2[CH:30]=[CH:31][CH:32]=[CH:33][CH:34]=2)[N:16]2[CH2:21][CH2:20][NH:19][CH2:18][C:17]=12)=[O:12])[C:4]1[O:8][N:7]=[C:6]([CH3:9])[N:5]=1. The catalyst class is: 2.